From a dataset of Reaction yield outcomes from USPTO patents with 853,638 reactions. Predict the reaction yield, written as a fraction of the theoretical maximum amount of product (1.0 means a 100% yield; for example, 0.34 means a 34% yield). (1) The reactants are CC1C=CC(S(OCC2CC3C=CC=C(OC)C=3O2)(=O)=O)=CC=1.[N-]=[N+]=[N-].[Na+].N(CC1CC2C=C(Cl)C=C(C3C=CSC=3)C=2O1)=[N+]=[N-].[N:47]([CH2:50][CH:51]1[CH2:55][C:54]2[CH:56]=[CH:57][CH:58]=[C:59]([O:60][CH3:61])[C:53]=2[O:52]1)=[N+]=[N-].[N-]=[N+]=[N-]. The catalyst is [Pd]. The product is [CH3:61][O:60][C:59]1[C:53]2[O:52][CH:51]([CH2:50][NH2:47])[CH2:55][C:54]=2[CH:56]=[CH:57][CH:58]=1. The yield is 0.540. (2) The reactants are [Cl:1][C:2]1[CH:38]=[CH:37][C:5]([CH2:6][N:7]2[C:15]3[C:14](=[O:16])[N:13]([CH2:17][CH2:18][CH2:19][O:20]C4CCCCO4)[C:12](=[O:27])[N:11]([CH3:28])[C:10]=3[N:9]=[C:8]2[O:29][C:30]2[CH:31]=[N:32][C:33]([CH3:36])=[CH:34][CH:35]=2)=[CH:4][CH:3]=1. The catalyst is Cl. The product is [Cl:1][C:2]1[CH:3]=[CH:4][C:5]([CH2:6][N:7]2[C:15]3[C:14](=[O:16])[N:13]([CH2:17][CH2:18][CH2:19][OH:20])[C:12](=[O:27])[N:11]([CH3:28])[C:10]=3[N:9]=[C:8]2[O:29][C:30]2[CH:31]=[N:32][C:33]([CH3:36])=[CH:34][CH:35]=2)=[CH:37][CH:38]=1. The yield is 0.526. (3) The reactants are [Cl:1][C:2]1[C:7]([N+:8]([O-:10])=[O:9])=[CH:6][N:5]=[C:4]([OH:11])[CH:3]=1.[CH3:12]I. The catalyst is O1CCCC1.C(=O)([O-])[O-].[Ag+2]. The product is [Cl:1][C:2]1[C:7]([N+:8]([O-:10])=[O:9])=[CH:6][N:5]=[C:4]([O:11][CH3:12])[CH:3]=1. The yield is 0.570. (4) The reactants are [Li+].[C:2]([O:6][C:7]([C:9]1[S:13][C:12]([CH2:14][N:15]([CH3:24])[C@H:16]([C:21]([O-:23])=O)[CH2:17][CH:18]([CH3:20])[CH3:19])=[CH:11][CH:10]=1)=[O:8])([CH3:5])([CH3:4])[CH3:3].Cl.[CH3:26][O:27][C:28](=[O:36])[C@H:29]([CH2:31][C:32]([O:34][CH3:35])=[O:33])[NH2:30].CCN=C=NCCCN(C)C.Cl.O.ON1C2C=CC=CC=2N=N1.C(N(CC)C(C)C)(C)C. The catalyst is ClCCl. The product is [CH3:26][O:27][C:28](=[O:36])[C@H:29]([CH2:31][C:32]([O:34][CH3:35])=[O:33])[NH:30][C:21](=[O:23])[C@H:16]([CH2:17][CH:18]([CH3:19])[CH3:20])[N:15]([CH2:14][C:12]1[S:13][C:9]([C:7]([O:6][C:2]([CH3:3])([CH3:4])[CH3:5])=[O:8])=[CH:10][CH:11]=1)[CH3:24]. The yield is 0.530.